From a dataset of Catalyst prediction with 721,799 reactions and 888 catalyst types from USPTO. Predict which catalyst facilitates the given reaction. Reactant: C1(P(C2C=CC=CC=2)C2C=CC=CC=2)C=CC=CC=1.CC(OC(/N=N/C(OC(C)C)=O)=O)C.[CH2:34]([O:41][CH2:42][C@H:43]1[N:47]([S:48]([C:51]2[CH:60]=[CH:59][C:58]3[C:53](=[CH:54][CH:55]=[CH:56][CH:57]=3)[CH:52]=2)(=[O:50])=[O:49])[CH2:46][C@H:45](O)[CH2:44]1)[C:35]1[CH:40]=[CH:39][CH:38]=[CH:37][CH:36]=1.[C:62]([OH:65])(=[S:64])[CH3:63]. Product: [CH2:34]([O:41][CH2:42][C@H:43]1[N:47]([S:48]([C:51]2[CH:60]=[CH:59][C:58]3[C:53](=[CH:54][CH:55]=[CH:56][CH:57]=3)[CH:52]=2)(=[O:49])=[O:50])[CH2:46][C@@H:45]([S:64][C:62](=[O:65])[CH3:63])[CH2:44]1)[C:35]1[CH:40]=[CH:39][CH:38]=[CH:37][CH:36]=1. The catalyst class is: 7.